Dataset: Reaction yield outcomes from USPTO patents with 853,638 reactions. Task: Predict the reaction yield, written as a fraction of the theoretical maximum amount of product (1.0 means a 100% yield; for example, 0.34 means a 34% yield). (1) The reactants are [CH3:1][O:2][CH2:3][CH2:4][O:5][C:6]1[CH:7]=[C:8]2[C:20]([NH:21][C:22]3[CH:23]=[CH:24][CH:25]=[C:26]([C:28]#[CH:29])[CH:27]=3)=[N:19][CH:18]=[N:17][C:9]2=[CH:10][C:11]=1[O:12][CH2:13][CH2:14][O:15][CH3:16].C(OCC)C.[ClH:35].C(OCC)C. The catalyst is C(Cl)(Cl)Cl. The product is [CH3:1][O:2][CH2:3][CH2:4][O:5][C:6]1[CH:7]=[C:8]2[C:20]([NH:21][C:22]3[CH:23]=[CH:24][CH:25]=[C:26]([C:28]#[CH:29])[CH:27]=3)=[N:19][CH:18]=[N:17][C:9]2=[CH:10][C:11]=1[O:12][CH2:13][CH2:14][O:15][CH3:16].[ClH:35]. The yield is 0.00240. (2) The reactants are [CH2:1]([O:8][C:9]1[CH:14]=[CH:13][C:12]([C@@H:15]([O:18][Si:19]([C:22]([CH3:25])([CH3:24])[CH3:23])([CH3:21])[CH3:20])[CH2:16]Br)=[CH:11][C:10]=1[NH:26][CH:27]=[O:28])[C:2]1[CH:7]=[CH:6][CH:5]=[CH:4][CH:3]=1.[CH2:29]([NH2:36])[C:30]1[CH:35]=[CH:34][CH:33]=[CH:32][CH:31]=1. The catalyst is CN1CCCC1=O. The product is [CH2:29]([NH:36][CH2:16][C@@H:15]([C:12]1[CH:13]=[CH:14][C:9]([O:8][CH2:1][C:2]2[CH:7]=[CH:6][CH:5]=[CH:4][CH:3]=2)=[C:10]([NH:26][CH:27]=[O:28])[CH:11]=1)[O:18][Si:19]([C:22]([CH3:25])([CH3:24])[CH3:23])([CH3:21])[CH3:20])[C:30]1[CH:35]=[CH:34][CH:33]=[CH:32][CH:31]=1. The yield is 0.900. (3) The reactants are [Cl:1][C:2]1[CH:3]=[C:4]([CH:17]=[CH:18][C:19]=1[Cl:20])[O:5][C:6]1[C:11]([CH3:12])=[CH:10][C:9]([N+:13]([O-])=O)=[C:8]([CH3:16])[CH:7]=1.O.O.[Sn](Cl)Cl.C([O-])(O)=O.[Na+]. The catalyst is O1CCOCC1.Cl. The product is [Cl:1][C:2]1[CH:3]=[C:4]([CH:17]=[CH:18][C:19]=1[Cl:20])[O:5][C:6]1[C:11]([CH3:12])=[CH:10][C:9]([NH2:13])=[C:8]([CH3:16])[CH:7]=1. The yield is 0.995. (4) The reactants are C([O:3][C:4]([C:6]1[S:10][C:9]([Br:11])=[N:8][C:7]=1[CH3:12])=[O:5])C.O.[OH-].[Li+].Cl. The catalyst is O1CCCC1.O.C(OCC)(=O)C. The product is [Br:11][C:9]1[S:10][C:6]([C:4]([OH:5])=[O:3])=[C:7]([CH3:12])[N:8]=1. The yield is 0.980. (5) The yield is 0.238. The catalyst is O1CCCC1.CCCCCC.O. The reactants are Br[C:2]1[N:7]=[N:6][C:5]([NH:8][CH2:9][C:10]2[CH:15]=[CH:14][C:13]([Cl:16])=[CH:12][CH:11]=2)=[CH:4][CH:3]=1.C([Li])CCC.Cl[Si](C)(C)CC[Si](Cl)(C)C.C([Li])(C)(C)C.C([Cu])#N.[C:40]([O:44][C:45]([N:47]1[C:51]2=[N:52][CH:53]=[CH:54][CH:55]=[C:50]2[C:49]([CH2:56]Cl)=[CH:48]1)=[O:46])([CH3:43])([CH3:42])[CH3:41]. The product is [C:40]([O:44][C:45]([N:47]1[C:51]2=[N:52][CH:53]=[CH:54][CH:55]=[C:50]2[C:49]([CH2:56][C:2]2[N:7]=[N:6][C:5]([NH:8][CH2:9][C:10]3[CH:15]=[CH:14][C:13]([Cl:16])=[CH:12][CH:11]=3)=[CH:4][CH:3]=2)=[CH:48]1)=[O:46])([CH3:43])([CH3:42])[CH3:41]. (6) The reactants are [CH3:1][O:2][C:3]([CH:5]1[CH2:10][CH2:9][CH2:8][N:7]([C:11]([O:13][C:14]([CH3:17])([CH3:16])[CH3:15])=[O:12])[CH2:6]1)=[O:4].[CH3:18][Si](C)(C)N[Si](C)(C)C.[Na].IC. The catalyst is C1COCC1. The product is [CH3:1][O:2][C:3]([C:5]1([CH3:18])[CH2:10][CH2:9][CH2:8][N:7]([C:11]([O:13][C:14]([CH3:17])([CH3:16])[CH3:15])=[O:12])[CH2:6]1)=[O:4]. The yield is 0.958. (7) The reactants are [N+:1](=[C:3]([C:8](=O)[CH2:9][O:10][CH3:11])[C:4]([O:6][CH3:7])=[O:5])=[N-:2].[NH4+]=[S:14]. No catalyst specified. The product is [CH3:11][O:10][CH2:9][C:8]1[S:14][N:2]=[N:1][C:3]=1[C:4]([O:6][CH3:7])=[O:5]. The yield is 0.850.